From a dataset of Forward reaction prediction with 1.9M reactions from USPTO patents (1976-2016). Predict the product of the given reaction. (1) Given the reactants [CH3:1][O:2][C:3]1[CH:4]=[C:5]2[C:10](=[CH:11][C:12]=1[O:13][CH3:14])[N:9]=[CH:8][N:7]=[C:6]2[O:15][C:16]1[CH:17]=[C:18]([CH:20]=[CH:21][CH:22]=1)[NH2:19].[C:23]([C:27]1[CH:31]=[C:30]([NH:32][C:33](=O)[O:34]C2C=CC=CC=2)[O:29][N:28]=1)([CH3:26])([CH3:25])[CH3:24], predict the reaction product. The product is: [C:23]([C:27]1[CH:31]=[C:30]([NH:32][C:33]([NH:19][C:18]2[CH:20]=[CH:21][CH:22]=[C:16]([O:15][C:6]3[C:5]4[C:10](=[CH:11][C:12]([O:13][CH3:14])=[C:3]([O:2][CH3:1])[CH:4]=4)[N:9]=[CH:8][N:7]=3)[CH:17]=2)=[O:34])[O:29][N:28]=1)([CH3:26])([CH3:24])[CH3:25]. (2) Given the reactants Cl[C:2]1[NH:10][C:9]2[C:4](=[N:5][CH:6]=[CH:7][CH:8]=2)[C:3]=1[C:11]#[N:12].[CH2:13]1[CH:22]2[CH:17]([CH2:18][CH2:19][CH2:20][CH2:21]2)[CH2:16][CH2:15][NH:14]1, predict the reaction product. The product is: [CH2:13]1[CH:22]2[CH:17]([CH2:18][CH2:19][CH2:20][CH2:21]2)[CH2:16][CH2:15][N:14]1[C:2]1[NH:10][C:9]2[C:4](=[N:5][CH:6]=[CH:7][CH:8]=2)[C:3]=1[C:11]#[N:12]. (3) Given the reactants [CH:1]1([C:7]2[C:15]3[C:10](=[CH:11][C:12]([C:16]([O:18][CH3:19])=[O:17])=[CH:13][CH:14]=3)[N:9]([C:20]([O:22][C:23]([CH3:26])([CH3:25])[CH3:24])=[O:21])[C:8]=2[Sn](CCCC)(CCCC)CCCC)[CH2:6][CH2:5][CH2:4][CH2:3][CH2:2]1.[F-].[Cs+].Br[C:43]1[CH:44]=[C:45]([CH2:49][CH2:50][N:51]([CH3:53])[CH3:52])[CH:46]=[CH:47][CH:48]=1.P(C(C)(C)C)(C(C)(C)C)C(C)(C)C, predict the reaction product. The product is: [CH:1]1([C:7]2[C:15]3[C:10](=[CH:11][C:12]([C:16]([O:18][CH3:19])=[O:17])=[CH:13][CH:14]=3)[N:9]([C:20]([O:22][C:23]([CH3:24])([CH3:26])[CH3:25])=[O:21])[C:8]=2[C:43]2[CH:48]=[CH:47][CH:46]=[C:45]([CH2:49][CH2:50][N:51]([CH3:52])[CH3:53])[CH:44]=2)[CH2:2][CH2:3][CH2:4][CH2:5][CH2:6]1.